This data is from Forward reaction prediction with 1.9M reactions from USPTO patents (1976-2016). The task is: Predict the product of the given reaction. (1) Given the reactants Cl.[F:2][C:3]1[CH:8]=[CH:7][C:6]([CH:9]([C:17]2[CH:22]=[CH:21][C:20]([F:23])=[CH:19][CH:18]=2)[CH:10]2[C:15](=[O:16])[CH2:14][CH2:13][NH:12][CH2:11]2)=[CH:5][CH:4]=1.[CH3:24][O:25][C:26]1[CH:33]=[CH:32][C:31]([O:34][CH3:35])=[CH:30][C:27]=1[CH2:28]O.C(N(C(C)C)CC)(C)C.ClCCl, predict the reaction product. The product is: [F:2][C:3]1[CH:8]=[CH:7][C:6]([CH:9]([C:17]2[CH:18]=[CH:19][C:20]([F:23])=[CH:21][CH:22]=2)[CH:10]2[C:15](=[O:16])[CH2:14][CH2:13][N:12]([CH2:28][C:27]3[CH:30]=[C:31]([O:34][CH3:35])[CH:32]=[CH:33][C:26]=3[O:25][CH3:24])[CH2:11]2)=[CH:5][CH:4]=1. (2) Given the reactants C([O:3][C:4](=[O:33])[CH2:5][S:6][C:7]1[S:11][C:10]([NH:12][C:13]([N:15]([CH2:27][CH:28]2[CH2:32][CH2:31][CH2:30][CH2:29]2)[C:16]2[CH:26]=[CH:25][C:19]3[O:20][C:21]([F:24])([F:23])[O:22][C:18]=3[CH:17]=2)=[O:14])=[N:9][CH:8]=1)C.C1(CN(C2C=CC(S(C)(=O)=O)=CC=2)C(=O)NC2SC=C(CC(O)=O)N=2)CCCC1.FC1(F)OC2C=CC(NCC3CCCCC3)=CC=2O1.C(OC(=O)CSC1SC(N)=NC=1)C, predict the reaction product. The product is: [CH:28]1([CH2:27][N:15]([C:16]2[CH:26]=[CH:25][C:19]3[O:20][C:21]([F:23])([F:24])[O:22][C:18]=3[CH:17]=2)[C:13](=[O:14])[NH:12][C:10]2[S:11][C:7]([S:6][CH2:5][C:4]([OH:33])=[O:3])=[CH:8][N:9]=2)[CH2:32][CH2:31][CH2:30][CH2:29]1.